From a dataset of Full USPTO retrosynthesis dataset with 1.9M reactions from patents (1976-2016). Predict the reactants needed to synthesize the given product. (1) Given the product [Cl:38][C:39]1[CH:44]=[C:43]([N:17]2[C:18]3[C:14](=[CH:13][C:12]([C:10]([N:7]4[CH2:8][CH2:9][N:4]([CH:1]([CH3:3])[CH3:2])[CH2:5][CH2:6]4)=[O:11])=[CH:20][CH:19]=3)[CH:15]=[C:16]2[C:21]([N:23]2[CH2:28][CH2:27][N:26]([S:29]([N:32]3[CH2:37][CH2:36][CH2:35][CH2:34][CH2:33]3)(=[O:31])=[O:30])[CH2:25][CH2:24]2)=[O:22])[CH:42]=[CH:41][CH:40]=1, predict the reactants needed to synthesize it. The reactants are: [CH:1]([N:4]1[CH2:9][CH2:8][N:7]([C:10]([C:12]2[CH:13]=[C:14]3[C:18](=[CH:19][CH:20]=2)[NH:17][C:16]([C:21]([N:23]2[CH2:28][CH2:27][N:26]([S:29]([N:32]4[CH2:37][CH2:36][CH2:35][CH2:34][CH2:33]4)(=[O:31])=[O:30])[CH2:25][CH2:24]2)=[O:22])=[CH:15]3)=[O:11])[CH2:6][CH2:5]1)([CH3:3])[CH3:2].[Cl:38][C:39]1[CH:40]=[C:41](B(O)O)[CH:42]=[CH:43][CH:44]=1. (2) Given the product [NH2:8][C:5]1[O:6][CH2:7][C:2]([F:1])([F:21])[C@@:3]2([C:17]3[C:12](=[CH:13][CH:14]=[C:15]([NH:18][C:30](=[O:31])[C:27]4[CH:26]=[CH:25][C:24]([C:22]#[N:23])=[CH:29][N:28]=4)[CH:16]=3)[C:11]([CH3:19])([CH3:20])[CH2:10][CH2:9]2)[N:4]=1, predict the reactants needed to synthesize it. The reactants are: [F:1][C:2]1([F:21])[CH2:7][O:6][C:5]([NH2:8])=[N:4][C@@:3]21[C:17]1[C:12](=[CH:13][CH:14]=[C:15]([NH2:18])[CH:16]=1)[C:11]([CH3:20])([CH3:19])[CH2:10][CH2:9]2.[C:22]([C:24]1[CH:25]=[CH:26][C:27]([C:30](O)=[O:31])=[N:28][CH:29]=1)#[N:23]. (3) The reactants are: [F-].C([N+](CCCC)(CCCC)CCCC)CCC.[Si]([O:36][CH2:37][CH2:38][O:39][CH2:40][C@H:41]([O:52][C:53]1[N:58]=[CH:57][N:56]=[C:55]2[N:59]([C:62]3[CH:67]=[C:66]([F:68])[CH:65]=[CH:64][C:63]=3[CH3:69])[N:60]=[CH:61][C:54]=12)[C:42]([NH:44][C:45]1[CH:50]=[CH:49][C:48]([Cl:51])=[CH:47][N:46]=1)=[O:43])(C(C)(C)C)(C1C=CC=CC=1)C1C=CC=CC=1. Given the product [Cl:51][C:48]1[CH:49]=[CH:50][C:45]([NH:44][C:42](=[O:43])[C@@H:41]([O:52][C:53]2[N:58]=[CH:57][N:56]=[C:55]3[N:59]([C:62]4[CH:67]=[C:66]([F:68])[CH:65]=[CH:64][C:63]=4[CH3:69])[N:60]=[CH:61][C:54]=23)[CH2:40][O:39][CH2:38][CH2:37][OH:36])=[N:46][CH:47]=1, predict the reactants needed to synthesize it. (4) Given the product [F:24][C:23]([F:25])([F:26])[C:19]1[CH:18]=[C:17]([C:15]2[N:1]=[C:2]3[C:3]([C:4]([O:6][CH2:7][CH3:8])=[O:5])=[CH:9][CH:10]=[CH:11][N:12]3[CH:14]=2)[CH:22]=[CH:21][CH:20]=1, predict the reactants needed to synthesize it. The reactants are: [NH2:1][C:2]1[N:12]=[CH:11][CH:10]=[CH:9][C:3]=1[C:4]([O:6][CH2:7][CH3:8])=[O:5].Br[CH2:14][C:15]([C:17]1[CH:22]=[CH:21][CH:20]=[C:19]([C:23]([F:26])([F:25])[F:24])[CH:18]=1)=O. (5) Given the product [Br:25][C:22]1[CH:23]=[C:24]2[C:19](=[CH:20][CH:21]=1)[N:18]=[CH:17][N:16]=[C:15]2[N:12]1[CH2:13][CH2:14][NH:9][CH2:10][CH2:11]1, predict the reactants needed to synthesize it. The reactants are: Cl.C(OC([N:9]1[CH2:14][CH2:13][N:12]([C:15]2[C:24]3[C:19](=[CH:20][CH:21]=[C:22]([Br:25])[CH:23]=3)[N:18]=[CH:17][N:16]=2)[CH2:11][CH2:10]1)=O)(C)(C)C.